Predict the product of the given reaction. From a dataset of Forward reaction prediction with 1.9M reactions from USPTO patents (1976-2016). (1) Given the reactants Br[C:2]1[S:3][CH:4]=[CH:5][CH:6]=1.[Mg].[Br:8][C:9]1[CH:13]=[C:12](Br)[S:11][C:10]=1[CH3:15], predict the reaction product. The product is: [Br:8][C:9]1[CH:13]=[C:12]([C:2]2[S:3][CH:4]=[CH:5][CH:6]=2)[S:11][C:10]=1[CH3:15]. (2) Given the reactants C(OC(=O)[N:7]([CH2:29][CH2:30][CH2:31][NH:32]C(OC(C)(C)C)=O)[CH2:8][C:9]1[CH:14]=[CH:13][C:12]([C:15]2[C:16](=[O:28])[N:17]=[C:18]3[NH:23][C:22]4[CH:24]=[CH:25][CH:26]=[CH:27][C:21]=4[N:19]3[CH:20]=2)=[CH:11][CH:10]=1)(C)(C)C.C(O)(C(F)(F)F)=O.C(Cl)[Cl:49], predict the reaction product. The product is: [ClH:49].[NH2:32][CH2:31][CH2:30][CH2:29][NH:7][CH2:8][C:9]1[CH:10]=[CH:11][C:12]([C:15]2[C:16](=[O:28])[N:17]=[C:18]3[NH:23][C:22]4[CH:24]=[CH:25][CH:26]=[CH:27][C:21]=4[N:19]3[CH:20]=2)=[CH:13][CH:14]=1. (3) Given the reactants Br[C:2]1[CH:3]=[C:4]([NH:10][C:11]2[N:16]=[C:15]([O:17][CH2:18][CH2:19][N:20]([CH3:25])[C:21](=[O:24])[CH:22]=[CH2:23])[CH:14]=[CH:13][CH:12]=2)[C:5](=[O:9])[N:6]([CH3:8])[CH:7]=1.[C:26]([O:29][CH2:30][C:31]1[C:36](B2OC(C)(C)C(C)(C)O2)=[CH:35][C:34]([F:46])=[CH:33][C:32]=1[N:47]1[C:59](=[O:60])[C:58]2[S:57][C:56]3[CH2:55][CH2:54][CH2:53][CH2:52][C:51]=3[C:50]=2[CH:49]=[N:48]1)(=[O:28])[CH3:27].[O-]P([O-])([O-])=O.[K+].[K+].[K+], predict the reaction product. The product is: [F:46][C:34]1[CH:33]=[C:32]([N:47]2[C:59](=[O:60])[C:58]3[S:57][C:56]4[CH2:55][CH2:54][CH2:53][CH2:52][C:51]=4[C:50]=3[CH:49]=[N:48]2)[C:31]([CH2:30][O:29][C:26](=[O:28])[CH3:27])=[C:36]([C:2]2[CH:3]=[C:4]([NH:10][C:11]3[N:16]=[C:15]([O:17][CH2:18][CH2:19][N:20]([CH3:25])[C:21](=[O:24])[CH:22]=[CH2:23])[CH:14]=[CH:13][CH:12]=3)[C:5](=[O:9])[N:6]([CH3:8])[CH:7]=2)[CH:35]=1.